From a dataset of Full USPTO retrosynthesis dataset with 1.9M reactions from patents (1976-2016). Predict the reactants needed to synthesize the given product. (1) Given the product [CH:1]1([N:4]2[CH2:9][C:8]3([CH2:10][CH2:11][N:12]([CH:15]([C:20]4[CH:21]=[CH:22][C:23]([C:26]5[CH:35]=[C:34]6[C:29]([CH:30]=[CH:31][CH:32]=[N:33]6)=[CH:28][CH:27]=5)=[CH:24][CH:25]=4)[CH2:16][C:17]([NH2:40])=[O:18])[CH2:13][CH2:14]3)[O:7][CH2:6][C:5]2=[O:36])[CH2:3][CH2:2]1, predict the reactants needed to synthesize it. The reactants are: [CH:1]1([N:4]2[CH2:9][C:8]3([CH2:14][CH2:13][N:12]([CH:15]([C:20]4[CH:25]=[CH:24][C:23]([C:26]5[CH:35]=[C:34]6[C:29]([CH:30]=[CH:31][CH:32]=[N:33]6)=[CH:28][CH:27]=5)=[CH:22][CH:21]=4)[CH2:16][C:17](O)=[O:18])[CH2:11][CH2:10]3)[O:7][CH2:6][C:5]2=[O:36])[CH2:3][CH2:2]1.C([N:40]=C=NC(C)C)(C)C.[Br-].[NH4+].Cl.CN(C)CCCN=C=NCC. (2) The reactants are: [CH:1]1([N:4]=[C:5]=[S:6])[CH2:3][CH2:2]1.[F:7][C:8]1[CH:13]=[CH:12][C:11]([NH:14][C:15]([C:17]2[C:25]3[C:20](=[CH:21][CH:22]=[C:23]([NH2:27])[C:24]=3Br)[NH:19][N:18]=2)=[O:16])=[CH:10][CH:9]=1. Given the product [F:7][C:8]1[CH:9]=[CH:10][C:11]([NH:14][C:15]([C:17]2[C:25]3[C:24]4[S:6][C:5]([NH:4][CH:1]5[CH2:3][CH2:2]5)=[N:27][C:23]=4[CH:22]=[CH:21][C:20]=3[NH:19][N:18]=2)=[O:16])=[CH:12][CH:13]=1, predict the reactants needed to synthesize it. (3) The reactants are: O[C:2]([C:5]1[CH:35]=[CH:34][C:8]([CH2:9][N:10]2[C:18]3[C:13](=[CH:14][C:15]([CH:19]=[C:20]4[S:24][C:23]([N:25]5[CH2:30][CH2:29][O:28][CH:27]([CH2:31][OH:32])[CH2:26]5)=[N:22][C:21]4=[O:33])=[CH:16][CH:17]=3)[CH:12]=[N:11]2)=[C:7]([C:36]([F:39])([F:38])[F:37])[CH:6]=1)([CH3:4])[CH3:3].C(O)(C(F)(F)F)=O. Given the product [OH:32][CH2:31][C@@H:27]1[O:28][CH2:29][CH2:30][N:25]([C:23]2[S:24][C:20](=[CH:19][C:15]3[CH:14]=[C:13]4[C:18](=[CH:17][CH:16]=3)[N:10]([CH2:9][C:8]3[CH:34]=[CH:35][C:5]([C:2]([CH3:4])=[CH2:3])=[CH:6][C:7]=3[C:36]([F:37])([F:39])[F:38])[N:11]=[CH:12]4)[C:21](=[O:33])[N:22]=2)[CH2:26]1, predict the reactants needed to synthesize it. (4) Given the product [ClH:1].[Cl:1][C:2]1[C:3]([CH3:24])=[C:4]([CH:21]=[CH:22][CH:23]=1)[CH2:5][NH:6][C:7]1[N:8]=[C:9]([NH:17][CH2:18][CH2:19][CH3:20])[N:10]=[C:11]([NH:13][CH2:14][C:15]#[CH:16])[N:12]=1, predict the reactants needed to synthesize it. The reactants are: [Cl:1][C:2]1[C:3]([CH3:24])=[C:4]([CH:21]=[CH:22][CH:23]=1)[CH2:5][NH:6][C:7]1[N:12]=[C:11]([NH:13][CH2:14][CH2:15][CH3:16])[N:10]=[C:9]([NH:17][CH2:18][C:19]#[CH:20])[N:8]=1.Cl.C(OCC)C.Cl.C(ONC1N=C(NCCC)N=C(NCC#C)N=1)(C)(C)C.